Task: Predict the reactants needed to synthesize the given product.. Dataset: Full USPTO retrosynthesis dataset with 1.9M reactions from patents (1976-2016) (1) Given the product [CH2:11]1[C:12]2[C:7](=[CH:13][CH:15]=[CH:14][CH:16]=2)[CH2:8][CH2:9][CH2:10]1.[C:5]1([O:4][CH3:3])[CH:6]=[CH:27][CH:26]=[CH:25][CH:24]=1.[C:20]([O:23][CH:24]([CH3:25])[CH3:2])(=[O:22])[CH3:21], predict the reactants needed to synthesize it. The reactants are: O1[CH2:6][CH2:5][O:4][CH2:3][CH2:2]1.[C:7]1([CH3:13])[CH:12]=[CH:11][CH:10]=[CH:9][CH:8]=1.[C:14](OC)(C)([CH3:16])[CH3:15].[C:20]([O:23][CH2:24][CH2:25][CH2:26][CH3:27])(=[O:22])[CH3:21]. (2) Given the product [C:23]([SiH2:22][O:21][C:20]([CH3:28])([CH3:27])[C:18]1[N:17]=[CH:16][N:15]([C:12]2[CH:13]=[CH:14][C:9]([N:5]3[CH2:4][C@H:3]([CH2:2][NH:1][C:37](=[O:39])[CH3:38])[O:7][CH2:6]3)=[CH:10][C:11]=2[F:29])[CH:19]=1)([CH3:25])([CH3:26])[CH3:24], predict the reactants needed to synthesize it. The reactants are: [NH2:1][CH2:2][CH:3]1[O:7][C:6](=O)[N:5]([C:9]2[CH:14]=[CH:13][C:12]([N:15]3[CH:19]=[C:18]([C:20]([CH3:28])([CH3:27])[O:21][SiH2:22][C:23]([CH3:26])([CH3:25])[CH3:24])[N:17]=[CH:16]3)=[C:11]([F:29])[CH:10]=2)[CH2:4]1.C(N(CC)CC)C.[C:37](OC(=O)C)(=[O:39])[CH3:38]. (3) Given the product [Cl:22][C:23]1[CH:24]=[C:25]([C:30]2([C:32]([F:35])([F:33])[F:34])[O:1][N:2]=[C:3]([C:4]3[CH:13]=[CH:12][C:7]([C:8]([O:10][CH3:11])=[O:9])=[CH:6][CH:5]=3)[CH2:31]2)[CH:26]=[C:27]([Cl:29])[CH:28]=1, predict the reactants needed to synthesize it. The reactants are: [OH:1][N:2]=[CH:3][C:4]1[CH:13]=[CH:12][C:7]([C:8]([O:10][CH3:11])=[O:9])=[CH:6][CH:5]=1.ClN1C(=O)CCC1=O.[Cl:22][C:23]1[CH:24]=[C:25]([C:30]([C:32]([F:35])([F:34])[F:33])=[CH2:31])[CH:26]=[C:27]([Cl:29])[CH:28]=1.C(N(CC)CC)C. (4) The reactants are: CC1(C)C(C)(C)OB([C:9]2[CH:10]=[N:11][N:12]3[CH:17]=[CH:16][N:15]=[CH:14][C:13]=23)O1.[Cl:19][C:20]1[N:25]=[C:24](C2C=NN3C=CC=CC=23)[CH:23]=[N:22][CH:21]=1. Given the product [Cl:19][C:20]1[N:25]=[C:24]([C:9]2[CH:10]=[N:11][N:12]3[CH:17]=[CH:16][N:15]=[CH:14][C:13]=23)[CH:23]=[N:22][CH:21]=1, predict the reactants needed to synthesize it. (5) The reactants are: [C:1]([O:5][C:6]([NH:8][C:9]1[CH:14]=[C:13]([C:15](=[CH:24][N:25](C)C)[C:16]([C:18]2[CH:23]=[CH:22][CH:21]=[CH:20][CH:19]=2)=O)[CH:12]=[CH:11][N:10]=1)=[O:7])([CH3:4])([CH3:3])[CH3:2].C(OC([NH:35]C1C=C(C(=CN(C)C)C(C2C=CC(F)=CC=2)=O)C=CN=1)=O)(C)(C)C. Given the product [C:1]([O:5][C:6]([NH:8][C:9]1[CH:14]=[C:13]([C:15]2[C:16]([C:18]3[CH:23]=[CH:22][CH:21]=[CH:20][CH:19]=3)=[N:35][NH:25][CH:24]=2)[CH:12]=[CH:11][N:10]=1)=[O:7])([CH3:4])([CH3:3])[CH3:2], predict the reactants needed to synthesize it. (6) Given the product [OH:1][C:2]([C:7]1[CH:8]=[CH:9][C:10]([C:13]2[N:17]=[C:16]([C:18]3[O:22][N:21]=[C:20]([C:23]4[CH:24]=[CH:25][CH:26]=[CH:27][CH:28]=4)[C:19]=3[C:29]([F:30])([F:32])[F:31])[O:15][N:14]=2)=[CH:11][CH:12]=1)([CH3:6])[C:3]([NH:61][CH2:62][CH2:63][OH:64])=[O:5], predict the reactants needed to synthesize it. The reactants are: [OH:1][C:2]([C:7]1[CH:12]=[CH:11][C:10]([C:13]2[N:17]=[C:16]([C:18]3[O:22][N:21]=[C:20]([C:23]4[CH:28]=[CH:27][CH:26]=[CH:25][CH:24]=4)[C:19]=3[C:29]([F:32])([F:31])[F:30])[O:15][N:14]=2)=[CH:9][CH:8]=1)([CH3:6])[C:3]([OH:5])=O.F[P-](F)(F)(F)(F)F.N1(O[P+](N(C)C)(N(C)C)N(C)C)C2C=CC=CC=2N=N1.C[N:61]1CC[O:64][CH2:63][CH2:62]1.NCCO. (7) Given the product [C:1]([O:5][C:6](=[O:7])[NH:8][C:9]1[CH:10]=[C:11]([N+:35]([O-:37])=[O:36])[C:12](/[CH:17]=[CH:18]/[C:19]2[C:20]([O:26][CH3:27])=[N:21][CH:22]=[CH:23][C:24]=2[I:25])=[CH:13][C:14]=1[O:15][CH3:16])([CH3:3])([CH3:4])[CH3:2], predict the reactants needed to synthesize it. The reactants are: [C:1]([O:5][C:6]([NH:8][C:9]1[C:14]([O:15][CH3:16])=[CH:13][C:12]([CH2:17][CH:18](OC(=O)C(F)(F)F)[C:19]2[C:20]([O:26][CH3:27])=[N:21][CH:22]=[CH:23][C:24]=2[I:25])=[C:11]([N+:35]([O-:37])=[O:36])[CH:10]=1)=[O:7])([CH3:4])([CH3:3])[CH3:2].O. (8) Given the product [ClH:36].[F:1][C:2]1[CH:10]=[CH:9][C:8]2[C:4](=[C:5]3[NH:14][C:13](=[O:15])[CH:12]=[C:11]([CH:16]4[CH2:17][CH2:18][NH:19][CH2:20][CH2:21]4)[N:6]3[N:7]=2)[C:3]=1[C:29]1[CH:34]=[CH:33][CH:32]=[CH:31][C:30]=1[F:35], predict the reactants needed to synthesize it. The reactants are: [F:1][C:2]1[CH:10]=[CH:9][C:8]2[C:4](=[C:5]3[NH:14][C:13](=[O:15])[CH:12]=[C:11]([CH:16]4[CH2:21][CH2:20][N:19](C(OC(C)(C)C)=O)[CH2:18][CH2:17]4)[N:6]3[N:7]=2)[C:3]=1[C:29]1[CH:34]=[CH:33][CH:32]=[CH:31][C:30]=1[F:35].[ClH:36]. (9) Given the product [CH2:1]([N:28]1[C:32]([CH3:33])([CH3:34])[C:31](=[O:35])[N:30]([C:36]2[CH:37]=[CH:38][C:39]([N+:42]([O-:44])=[O:43])=[CH:40][C:41]=2[C:66]([F:69])([F:68])[F:67])[C:29]1=[O:49])[CH2:2][CH2:3][CH2:4][CH2:5][N:6]1[C:10]([CH3:12])([CH3:11])[C:9](=[O:13])[N:8]([C:14]2[CH:19]=[CH:18][C:17]([N+:20]([O-:22])=[O:21])=[CH:16][C:15]=2[C:66]([F:69])([F:68])[F:67])[C:7]1=[O:27], predict the reactants needed to synthesize it. The reactants are: [CH2:1]([N:28]1[C:32]([CH3:34])([CH3:33])[C:31](=[O:35])[N:30]([C:36]2[CH:41]=[CH:40][C:39]([N+:42]([O-:44])=[O:43])=[C:38](C(F)(F)F)[CH:37]=2)[C:29]1=[O:49])[CH2:2][CH2:3][CH2:4][CH2:5][N:6]1[C:10]([CH3:12])([CH3:11])[C:9](=[O:13])[N:8]([C:14]2[CH:19]=[CH:18][C:17]([N+:20]([O-:22])=[O:21])=[C:16](C(F)(F)F)[CH:15]=2)[C:7]1=[O:27].CC1(C)NC(=O)N(C2C=CC([N+]([O-])=O)=C([C:66]([F:69])([F:68])[F:67])C=2)C1=O.